Regression. Given two drug SMILES strings and cell line genomic features, predict the synergy score measuring deviation from expected non-interaction effect. From a dataset of NCI-60 drug combinations with 297,098 pairs across 59 cell lines. Drug 1: CNC(=O)C1=CC=CC=C1SC2=CC3=C(C=C2)C(=NN3)C=CC4=CC=CC=N4. Drug 2: CN1C2=C(C=C(C=C2)N(CCCl)CCCl)N=C1CCCC(=O)O.Cl. Cell line: CAKI-1. Synergy scores: CSS=13.3, Synergy_ZIP=-4.23, Synergy_Bliss=-2.20, Synergy_Loewe=-2.83, Synergy_HSA=-1.23.